From a dataset of Forward reaction prediction with 1.9M reactions from USPTO patents (1976-2016). Predict the product of the given reaction. (1) Given the reactants Cl[C:2]1[C:7](Cl)=[CH:6][CH:5]=[CH:4][C:3]=1[CH:9]([NH:19][C:20]1[S:21][CH2:22][CH2:23][N:24]=1)[CH2:10][C:11]1[CH:16]=[C:15]([CH3:17])[CH:14]=[C:13]([CH3:18])[CH:12]=1.ClC1C(Cl)=CC=CC=1C=O.C(=O)([O-])[O-].[K+].[K+].[C:41](Cl)(=O)[CH3:42], predict the reaction product. The product is: [S:21]1[CH2:22][CH2:23][N:24]=[C:20]1[NH:19][CH:9]([C:3]1[CH:2]=[CH:7][CH:6]=[C:5]([CH3:4])[C:41]=1[CH3:42])[CH2:10][C:11]1[CH:12]=[C:13]([CH3:18])[CH:14]=[C:15]([CH3:17])[CH:16]=1. (2) Given the reactants [Cl:1][C:2]1[C:7]([C:8]([F:11])([F:10])[F:9])=[CH:6][C:5]([C:12]2[N:16]=[CH:15][N:14](/[CH:17]=[CH:18]\[C:19]([O:21]C(C)C)=[O:20])[N:13]=2)=[CH:4][C:3]=1[C:25]([F:28])([F:27])[F:26].C1COCC1.[Li+].[OH-].Cl, predict the reaction product. The product is: [Cl:1][C:2]1[C:7]([C:8]([F:9])([F:11])[F:10])=[CH:6][C:5]([C:12]2[N:16]=[CH:15][N:14](/[CH:17]=[CH:18]\[C:19]([OH:21])=[O:20])[N:13]=2)=[CH:4][C:3]=1[C:25]([F:26])([F:27])[F:28]. (3) Given the reactants C[O:2][C:3]([C:5]1[CH:6]=[C:7]([C:12]2[CH:17]=[CH:16][C:15]([C:18]#[N:19])=[CH:14][CH:13]=2)[C:8]([CH3:11])=[CH:9][CH:10]=1)=[O:4].[OH-].[Na+].Cl, predict the reaction product. The product is: [C:18]([C:15]1[CH:16]=[CH:17][C:12]([C:7]2[C:8]([CH3:11])=[CH:9][CH:10]=[C:5]([C:3]([OH:4])=[O:2])[CH:6]=2)=[CH:13][CH:14]=1)#[N:19]. (4) Given the reactants C([O:5][C:6](=[O:33])[CH2:7][O:8][C:9]1[CH:18]=[CH:17][C:16]2[C:11](=[CH:12][CH:13]=[CH:14][CH:15]=2)[C:10]=1[C:19]#[C:20][C:21]1[CH:26]=[CH:25][CH:24]=[C:23]([S:27]([CH2:30][CH2:31][CH3:32])(=[O:29])=[O:28])[CH:22]=1)(C)(C)C.FC(F)(F)C(O)=O, predict the reaction product. The product is: [CH2:30]([S:27]([C:23]1[CH:22]=[C:21]([C:20]#[C:19][C:10]2[C:11]3[C:16](=[CH:15][CH:14]=[CH:13][CH:12]=3)[CH:17]=[CH:18][C:9]=2[O:8][CH2:7][C:6]([OH:33])=[O:5])[CH:26]=[CH:25][CH:24]=1)(=[O:29])=[O:28])[CH2:31][CH3:32]. (5) Given the reactants O[CH2:2][C@H:3]([C@@H:5]([C@H:7]([C@H](CO)O)O)O)O.[CH2:13](O)[C@H]1O[C@H](O[C@:21]2([CH2:30]O)O[C@H:24]([CH2:26]O)[C@@H:23](O)[C@@H:22]2O)[C@H](O)[C@@H](O)[C@@H]1O.C(O)[C@H]1[O:43][C:41](=[O:42])[C@H:40](O)[C@@H:39](O)[C@@H]1O, predict the reaction product. The product is: [CH:5]([C:3]1[CH:2]=[CH:26][CH:24]=[CH:23][C:22]=1[CH:21]=[CH2:30])=[CH2:7].[C:41]([OH:43])(=[O:42])[C:40]([CH3:13])=[CH2:39].